This data is from Full USPTO retrosynthesis dataset with 1.9M reactions from patents (1976-2016). The task is: Predict the reactants needed to synthesize the given product. (1) Given the product [Cl:9][C:10]1[CH:23]=[C:22]([O:24][CH2:25][CH:26]=[C:27]([Cl:29])[Cl:28])[CH:21]=[C:20]([Cl:30])[C:11]=1[O:12][CH2:13][CH2:14][CH2:15][CH2:16][CH2:17][O:18][N:19]=[C:4]([CH2:3][CH:2]([CH3:7])[CH3:1])[CH3:5], predict the reactants needed to synthesize it. The reactants are: [CH3:1][CH:2]([CH3:7])[CH2:3][C:4](=O)[CH3:5].Cl.[Cl:9][C:10]1[CH:23]=[C:22]([O:24][CH2:25][CH:26]=[C:27]([Cl:29])[Cl:28])[CH:21]=[C:20]([Cl:30])[C:11]=1[O:12][CH2:13][CH2:14][CH2:15][CH2:16][CH2:17][O:18][NH2:19].C(O)(=O)CC(CC(O)=O)(C(O)=O)O. (2) Given the product [Cl:11][C:7]1[CH:6]=[C:5]2[C:4](=[C:9]([I:10])[CH:8]=1)[C:3](=[O:14])[N:21]([CH2:20][C:19]1[CH:22]=[CH:23][C:16]([Cl:15])=[CH:17][CH:18]=1)[CH2:12]2, predict the reactants needed to synthesize it. The reactants are: CO[C:3](=[O:14])[C:4]1[C:9]([I:10])=[CH:8][C:7]([Cl:11])=[CH:6][C:5]=1[CH2:12]Br.[Cl:15][C:16]1[CH:23]=[CH:22][C:19]([CH2:20][NH2:21])=[CH:18][CH:17]=1.C([O-])([O-])=O.[K+].[K+].C(OCC)(=O)C. (3) Given the product [F:1][C:2]1[CH:3]=[CH:4][CH:5]=[C:6]2[C:10]=1[N:9]([CH2:14][CH2:15][F:16])[C:8](=[O:11])[C:7]2=[O:12], predict the reactants needed to synthesize it. The reactants are: [F:1][C:2]1[CH:3]=[CH:4][CH:5]=[C:6]2[C:10]=1[NH:9][C:8](=[O:11])[C:7]2=[O:12].I[CH2:14][CH2:15][F:16].C(=O)([O-])[O-].[K+].[K+]. (4) Given the product [CH3:39][C:40]1[N:45]=[C:44]([NH:46][C:24]([N:13]2[C@@H:14]3[CH2:18][N:17]([CH2:16][CH2:15]3)[C:11]3[CH:10]=[CH:9][C:8]([C:5]4[CH:6]=[N:7][C:2]([CH3:1])=[CH:3][CH:4]=4)=[N:19][C:12]2=3)=[O:30])[CH:43]=[N:42][CH:41]=1, predict the reactants needed to synthesize it. The reactants are: [CH3:1][C:2]1[N:7]=[CH:6][C:5]([C:8]2[CH:9]=[CH:10][C:11]3[N:17]4[CH2:18][C@H:14]([CH2:15][CH2:16]4)[NH:13][C:12]=3[N:19]=2)=[CH:4][CH:3]=1.ClC(Cl)(O[C:24](=[O:30])OC(Cl)(Cl)Cl)Cl.C(N(CC)CC)C.[CH3:39][C:40]1[N:45]=[C:44]([NH2:46])[CH:43]=[N:42][CH:41]=1.